Dataset: Catalyst prediction with 721,799 reactions and 888 catalyst types from USPTO. Task: Predict which catalyst facilitates the given reaction. Reactant: C([N:4]1[C:12]2[C:7](=[CH:8][C:9]([N+:13]([O-:15])=[O:14])=[CH:10][CH:11]=2)/[C:6](=[C:16](/[NH:23][C:24]2[CH:29]=[CH:28][C:27]([NH:30][S:31]([C:34]3[CH:39]=[CH:38][CH:37]=[CH:36][CH:35]=3)(=[O:33])=[O:32])=[CH:26][CH:25]=2)\[C:17]2[CH:22]=[CH:21][CH:20]=[CH:19][CH:18]=2)/[C:5]1=[O:40])(=O)C.[CH3:41][N:42]([CH3:47])[C:43](=[O:46])[CH2:44]Br.CC(C)([O-])C.[K+].[OH-].[Na+]. Product: [CH3:41][N:42]([CH3:47])[C:43]([CH2:44][N:30]([C:27]1[CH:26]=[CH:25][C:24]([NH:23]/[C:16](=[C:6]2\[C:5](=[O:40])[NH:4][C:12]3[C:7]\2=[CH:8][C:9]([N+:13]([O-:15])=[O:14])=[CH:10][CH:11]=3)/[C:17]2[CH:22]=[CH:21][CH:20]=[CH:19][CH:18]=2)=[CH:29][CH:28]=1)[S:31]([C:34]1[CH:35]=[CH:36][CH:37]=[CH:38][CH:39]=1)(=[O:33])=[O:32])=[O:46]. The catalyst class is: 376.